Dataset: Full USPTO retrosynthesis dataset with 1.9M reactions from patents (1976-2016). Task: Predict the reactants needed to synthesize the given product. (1) The reactants are: [CH:1]1([N:4]([CH2:21][CH3:22])[C:5]2[CH:20]=[CH:19][C:8]([C:9]([NH:11][C:12]3[CH:17]=[CH:16][C:15]([F:18])=[CH:14][CH:13]=3)=O)=[CH:7][N:6]=2)[CH2:3][CH2:2]1.[H-].COCCO[Al+]OCCOC.[Na+].[H-]. Given the product [CH:1]1([N:4]([C:5]2[CH:20]=[CH:19][C:8]([CH2:9][NH:11][C:12]3[CH:13]=[CH:14][C:15]([F:18])=[CH:16][CH:17]=3)=[CH:7][N:6]=2)[CH2:21][CH3:22])[CH2:2][CH2:3]1, predict the reactants needed to synthesize it. (2) Given the product [NH2:19][C:10]1[C:9]2[N:8]=[C:7]([CH2:20][CH2:21][O:22][CH3:23])[N:6]([CH2:5][CH2:4][CH2:3][CH2:2][N:1]([CH2:24][C:26]3[CH:38]=[CH:37][C:29]([O:30][CH2:31][C:32]([O:34][CH2:35][CH3:36])=[O:33])=[CH:28][CH:27]=3)[C:40]([NH:1][CH2:2][CH2:3][N:45]3[CH2:44][CH2:17][CH2:18][CH2:9][CH2:10]3)=[O:42])[C:18]=2[C:17]2[CH:16]=[CH:15][CH:14]=[CH:13][C:12]=2[N:11]=1, predict the reactants needed to synthesize it. The reactants are: [NH2:1][CH2:2][CH2:3][CH2:4][CH2:5][N:6]1[C:18]2[C:17]3[CH:16]=[CH:15][CH:14]=[CH:13][C:12]=3[N:11]=[C:10]([NH2:19])[C:9]=2[N:8]=[C:7]1[CH2:20][CH2:21][O:22][CH3:23].[CH:24]([C:26]1[CH:38]=[CH:37][C:29]([O:30][CH2:31][C:32]([O:34][CH2:35][CH3:36])=[O:33])=[CH:28][CH:27]=1)=O.C[C:40]([OH:42])=O.[BH3-][C:44]#[N:45].[Na+]. (3) Given the product [F:1][C:2]1[CH:8]=[CH:7][C:6]([F:9])=[CH:5][C:3]=1[NH:4][CH:11]([C:17]1[CH:22]=[CH:21][CH:20]=[CH:19][CH:18]=1)[C:12]([O:14][CH2:15][CH3:16])=[O:13], predict the reactants needed to synthesize it. The reactants are: [F:1][C:2]1[CH:8]=[CH:7][C:6]([F:9])=[CH:5][C:3]=1[NH2:4].Br[CH:11]([C:17]1[CH:22]=[CH:21][CH:20]=[CH:19][CH:18]=1)[C:12]([O:14][CH2:15][CH3:16])=[O:13].CCN(C(C)C)C(C)C. (4) Given the product [F:15][CH:2]([F:1])[O:3][C:4]1[N:9]=[C:8]([C:10]([CH3:13])([CH3:14])[C:11]([NH2:12])=[O:17])[CH:7]=[CH:6][CH:5]=1, predict the reactants needed to synthesize it. The reactants are: [F:1][CH:2]([F:15])[O:3][C:4]1[N:9]=[C:8]([C:10]([CH3:14])([CH3:13])[C:11]#[N:12])[CH:7]=[CH:6][CH:5]=1.C(=O)([O-])[O-:17].[K+].[K+].OO. (5) Given the product [CH2:43]([O:42][C:40](=[O:41])[CH2:39][O:31][C:5]1[CH:6]=[CH:7][C:8]2[C:9]([CH2:13][CH2:14][C:15]3[N:16]=[C:17]([C:23]4[CH:28]=[CH:27][C:26]([Cl:29])=[CH:25][C:24]=4[Cl:30])[O:18][C:19]=3[CH:20]([CH3:22])[CH3:21])=[N:10][O:11][C:12]=2[C:4]=1[CH2:1][CH:2]=[CH2:3])[CH3:44], predict the reactants needed to synthesize it. The reactants are: [CH2:1]([C:4]1[C:12]2[O:11][N:10]=[C:9]([CH2:13][CH2:14][C:15]3[N:16]=[C:17]([C:23]4[CH:28]=[CH:27][C:26]([Cl:29])=[CH:25][C:24]=4[Cl:30])[O:18][C:19]=3[CH:20]([CH3:22])[CH3:21])[C:8]=2[CH:7]=[CH:6][C:5]=1[OH:31])[CH:2]=[CH2:3].C(=O)([O-])[O-].[K+].[K+].Br[CH2:39][C:40]([O:42][CH2:43][CH3:44])=[O:41]. (6) Given the product [Cl:1][C:2]1[CH:7]=[CH:6][CH:5]=[CH:4][C:3]=1[N:8]1[C:17](=[O:18])[C:16]2[CH:15]=[N:14][C:13]([NH:25][C:26]3[CH:27]=[CH:28][C:29]([CH:32]4[CH2:36][CH2:35][NH:34][CH2:33]4)=[CH:30][CH:31]=3)=[N:12][C:11]=2[N:10]2[CH:22]=[CH:23][N:24]=[C:9]12.[F:44][C:45]([F:50])([F:49])[C:46]([OH:48])=[O:47], predict the reactants needed to synthesize it. The reactants are: [Cl:1][C:2]1[CH:7]=[CH:6][CH:5]=[CH:4][C:3]=1[N:8]1[C:17](=[O:18])[C:16]2[C:11](=[N:12][C:13](S(C)=O)=[N:14][CH:15]=2)[N:10]2[CH:22]=[CH:23][N:24]=[C:9]12.[NH2:25][C:26]1[CH:31]=[CH:30][C:29]([CH:32]2[CH2:36][CH2:35][N:34](C(OC(C)(C)C)=O)[CH2:33]2)=[CH:28][CH:27]=1.[F:44][C:45]([F:50])([F:49])[C:46]([OH:48])=[O:47]. (7) Given the product [NH2:1][CH2:4][CH2:5][CH2:6][CH2:7][CH2:8][O:9][C:10]1[C:11]([O:30][CH3:31])=[CH:12][CH:13]=[C:14]2[C:19]=1[O:18][C:17](=[O:20])[CH:16]=[C:15]2[NH:21][C:22]1[C:27]([Cl:28])=[CH:26][N:25]=[CH:24][C:23]=1[Cl:29], predict the reactants needed to synthesize it. The reactants are: [NH4+:1].[OH-].Br[CH2:4][CH2:5][CH2:6][CH2:7][CH2:8][O:9][C:10]1[C:11]([O:30][CH3:31])=[CH:12][CH:13]=[C:14]2[C:19]=1[O:18][C:17](=[O:20])[CH:16]=[C:15]2[NH:21][C:22]1[C:27]([Cl:28])=[CH:26][N:25]=[CH:24][C:23]=1[Cl:29]. (8) Given the product [N:32]1([CH2:31][CH2:30][CH2:29][CH2:28][C:25]2[CH:26]=[N:27][C:22]([O:18][CH2:17][C:15]3[N:16]=[C:12](/[CH:11]=[CH:10]/[C:7]4[CH:8]=[CH:9][C:4]([O:3][C:2]([F:1])([F:19])[F:20])=[CH:5][CH:6]=4)[O:13][CH:14]=3)=[N:23][CH:24]=2)[CH:36]=[CH:35][CH:34]=[N:33]1, predict the reactants needed to synthesize it. The reactants are: [F:1][C:2]([F:20])([F:19])[O:3][C:4]1[CH:9]=[CH:8][C:7]([CH:10]=[CH:11][C:12]2[O:13][CH:14]=[C:15]([CH2:17][OH:18])[N:16]=2)=[CH:6][CH:5]=1.Cl[C:22]1[N:27]=[CH:26][C:25]([CH2:28][CH2:29][CH2:30][CH2:31][N:32]2[CH:36]=[CH:35][CH:34]=[N:33]2)=[CH:24][N:23]=1.CC(C)([O-])C.[Na+].[NH4+].[Cl-]. (9) Given the product [C:22]([C:24]1[CH:29]=[C:28]([C:7]2[CH2:8][CH2:9][N:10]([C:13]([O:15][C:16]([CH3:19])([CH3:18])[CH3:17])=[O:14])[CH2:11][CH:12]=2)[CH:27]=[CH:26][CH:25]=1)#[N:23], predict the reactants needed to synthesize it. The reactants are: FC(F)(F)S(O[C:7]1[CH2:8][CH2:9][N:10]([C:13]([O:15][C:16]([CH3:19])([CH3:18])[CH3:17])=[O:14])[CH2:11][CH:12]=1)(=O)=O.[C:22]([C:24]1[CH:25]=[C:26](B(O)O)[CH:27]=[CH:28][CH:29]=1)#[N:23].[Cl-].[Li+].C([O-])([O-])=O.[Na+].[Na+].